This data is from Catalyst prediction with 721,799 reactions and 888 catalyst types from USPTO. The task is: Predict which catalyst facilitates the given reaction. (1) The catalyst class is: 18. Reactant: CN([C:4]([O:8]N1N=NC2C=CC=NC1=2)=[N+:5](C)C)C.F[P-](F)(F)(F)(F)F.[C:25]([OH:31])([C:27]([F:30])([F:29])[F:28])=[O:26].[NH:32]1[CH2:36][CH2:35][CH2:34][C@H:33]1[C:37]1[NH:41][C:40]2[CH:42]=[C:43]([C:46]3[CH:55]=[CH:54][C:53]4[C:48](=[CH:49][C:50]([C:56]5[N:57]=[C:58]([C@@H:61]6[CH2:65][CH2:64][CH2:63][NH:62]6)[NH:59][CH:60]=5)=[CH:51][CH:52]=4)[CH:47]=3)[CH:44]=[CH:45][C:39]=2[N:38]=1.C(N([CH:72]([CH3:74])[CH3:73])CC)(C)C.[CH3:75][O:76][C:77]([NH:79][C@@H:80]([CH:84]([CH3:86])[CH3:85])[C:81]([OH:83])=O)=[O:78].[CH3:87][OH:88]. Product: [C:25]([OH:31])([C:27]([F:30])([F:29])[F:28])=[O:26].[CH3:75][O:76][C:77]([NH:79][C@@H:80]([CH:84]([CH3:86])[CH3:85])[C:81]([N:32]1[CH2:36][CH2:35][CH2:34][C@H:33]1[C:37]1[NH:38][C:39]2[CH:45]=[CH:44][C:43]([C:46]3[CH:47]=[C:48]4[C:53]([CH:52]=[CH:51][C:50]([C:56]5[N:57]=[C:58]([C@@H:61]6[CH2:65][CH2:64][CH2:63][N:62]6[C:25]([C@@H:27]([NH:5][C:4](=[O:8])[O:88][CH3:87])[CH:72]([CH3:73])[CH3:74])=[O:31])[NH:59][CH:60]=5)=[CH:49]4)=[CH:54][CH:55]=3)=[CH:42][C:40]=2[N:41]=1)=[O:83])=[O:78]. (2) Reactant: C(OC([N:8]1[C:16]2[C:11](=[CH:12][C:13]([O:17][CH2:18][C:19]3[S:20][C:21]([C:30]([F:33])([F:32])[F:31])=[C:22]([C:24]4[CH:29]=[CH:28][CH:27]=[CH:26][CH:25]=4)[CH:23]=3)=[CH:14][CH:15]=2)[CH2:10][CH2:9]1)=O)(C)(C)C.[F:34][C:35]([F:40])([F:39])[C:36]([OH:38])=[O:37]. Product: [F:34][C:35]([F:40])([F:39])[C:36]([OH:38])=[O:37].[C:24]1([C:22]2[CH:23]=[C:19]([CH2:18][O:17][C:13]3[CH:12]=[C:11]4[C:16](=[CH:15][CH:14]=3)[NH:8][CH2:9][CH2:10]4)[S:20][C:21]=2[C:30]([F:33])([F:31])[F:32])[CH:25]=[CH:26][CH:27]=[CH:28][CH:29]=1. The catalyst class is: 4. (3) Reactant: C[Si](C)(C)[N-][Si](C)(C)C.[K+].[Cl:11][C:12]1[CH:13]=[C:14]([CH:19]([CH2:22][CH2:23][CH2:24][O:25][CH:26]2[CH2:31][CH2:30][O:29][CH2:28][CH2:27]2)[C:20]#[N:21])[CH:15]=[CH:16][C:17]=1[Cl:18].Br[CH2:33][CH2:34][C:35]([O:37][CH2:38][CH3:39])=[O:36]. Product: [CH2:38]([O:37][C:35](=[O:36])[CH2:34][CH2:33][C:19]([C:20]#[N:21])([C:14]1[CH:15]=[CH:16][C:17]([Cl:18])=[C:12]([Cl:11])[CH:13]=1)[CH2:22][CH2:23][CH2:24][O:25][CH:26]1[CH2:31][CH2:30][O:29][CH2:28][CH2:27]1)[CH3:39]. The catalyst class is: 1. (4) Product: [CH3:11][O:12][C:13](=[O:19])[CH:14]([C:6](=[O:7])[C:5]1[CH:9]=[CH:10][C:2]([Br:1])=[CH:3][CH:4]=1)/[C:15](=[N:17]/[CH3:18])/[CH3:16]. The catalyst class is: 1. Reactant: [Br:1][C:2]1[CH:10]=[CH:9][C:5]([C:6](Cl)=[O:7])=[CH:4][CH:3]=1.[CH3:11][O:12][C:13](=[O:19])[CH:14]=[C:15]([NH:17][CH3:18])[CH3:16].N1C=CC=CC=1.Cl.N1C=CC=CC=1. (5) Reactant: [Br:1][C:2]1[CH:3]=[C:4]([C:7]([NH2:9])=[O:8])[O:5][CH:6]=1.[O:10]=[CH:11][C:12]([Cl:15])([Cl:14])[Cl:13]. Product: [Br:1][C:2]1[CH:3]=[C:4]([C:7]([NH:9][CH:11]([OH:10])[C:12]([Cl:15])([Cl:14])[Cl:13])=[O:8])[O:5][CH:6]=1. The catalyst class is: 113. (6) Reactant: [F:1][C:2]1[C:19]([F:20])=[CH:18][C:17]([I:21])=[CH:16][C:3]=1[C:4]([C:6](=[CH:12]OCC)[C:7]([O:9][CH2:10][CH3:11])=[O:8])=[O:5].[CH3:22][N:23]([C:25]([O:27][C:28]([CH3:31])([CH3:30])[CH3:29])=[O:26])[NH2:24]. Product: [F:1][C:2]1[C:19]([F:20])=[CH:18][C:17]([I:21])=[CH:16][C:3]=1[C:4]([C:6]([C:7]([O:9][CH2:10][CH3:11])=[O:8])=[CH:12][NH:24][N:23]([CH3:22])[C:25]([O:27][C:28]([CH3:31])([CH3:30])[CH3:29])=[O:26])=[O:5]. The catalyst class is: 107.